This data is from Reaction yield outcomes from USPTO patents with 853,638 reactions. The task is: Predict the reaction yield, written as a fraction of the theoretical maximum amount of product (1.0 means a 100% yield; for example, 0.34 means a 34% yield). The reactants are [C:1]([O:5][C:6]([N:8]1[CH2:13][CH2:12][CH:11]([OH:14])[CH2:10][CH2:9]1)=[O:7])([CH3:4])([CH3:3])[CH3:2].[Cl:15][C:16]1[CH:21]=[C:20]([N+:22]([O-:24])=[O:23])[CH:19]=[CH:18][C:17]=1O.C1(P(C2C=CC=CC=2)C2C=CC=CC=2)C=CC=CC=1.N(C(OCC)=O)=NC(OCC)=O. The catalyst is ClCCl. The product is [C:1]([O:5][C:6]([N:8]1[CH2:13][CH2:12][CH:11]([O:14][C:17]2[CH:18]=[CH:19][C:20]([N+:22]([O-:24])=[O:23])=[CH:21][C:16]=2[Cl:15])[CH2:10][CH2:9]1)=[O:7])([CH3:4])([CH3:2])[CH3:3]. The yield is 0.760.